This data is from Full USPTO retrosynthesis dataset with 1.9M reactions from patents (1976-2016). The task is: Predict the reactants needed to synthesize the given product. (1) The reactants are: [CH2:1]([S:8][C:9]1[CH:18]=[C:17]2[C:12]([C:13](Br)=[C:14]([Br:19])[CH:15]=[N:16]2)=[CH:11][CH:10]=1)[C:2]1[CH:7]=[CH:6][CH:5]=[CH:4][CH:3]=1.[Cl:21][C:22]1[CH:27]=[C:26](B(O)O)[C:25]([O:31][CH3:32])=[CH:24][C:23]=1[C:33]1[CH:38]=[CH:37][CH:36]=[C:35]([F:39])[CH:34]=1.[OH-].[K+]. Given the product [CH2:1]([S:8][C:9]1[CH:18]=[C:17]2[C:12]([C:13]([C:26]3[C:25]([O:31][CH3:32])=[CH:24][C:23]([C:33]4[CH:38]=[CH:37][CH:36]=[C:35]([F:39])[CH:34]=4)=[C:22]([Cl:21])[CH:27]=3)=[C:14]([Br:19])[CH:15]=[N:16]2)=[CH:11][CH:10]=1)[C:2]1[CH:7]=[CH:6][CH:5]=[CH:4][CH:3]=1, predict the reactants needed to synthesize it. (2) Given the product [C:20]([N:7]1[CH2:8][CH2:9][CH:10]([CH3:11])[CH:5]([NH:4][C:3](=[O:12])[O:2][CH3:1])[CH2:6]1)([C:21]1[CH:26]=[CH:25][CH:24]=[CH:23][CH:22]=1)([C:33]1[CH:34]=[CH:35][CH:36]=[CH:37][CH:38]=1)[C:27]1[CH:28]=[CH:29][CH:30]=[CH:31][CH:32]=1, predict the reactants needed to synthesize it. The reactants are: [CH3:1][O:2][C:3](=[O:12])[NH:4][CH:5]1[CH:10]([CH3:11])[CH2:9][CH2:8][NH:7][CH2:6]1.C(N(CC)CC)C.[C:20](Cl)([C:33]1[CH:38]=[CH:37][CH:36]=[CH:35][CH:34]=1)([C:27]1[CH:32]=[CH:31][CH:30]=[CH:29][CH:28]=1)[C:21]1[CH:26]=[CH:25][CH:24]=[CH:23][CH:22]=1.O. (3) Given the product [C:25]([C@H:20]1[CH2:19][N:18]([C:16]([O:15][CH2:14][CH:12]2[C:13]3[CH:1]=[CH:2][CH:3]=[CH:4][C:5]=3[C:6]3[C:11]2=[CH:10][CH:9]=[CH:8][CH:7]=3)=[O:17])[C@H:23]([CH3:24])[CH2:22][CH2:21]1)(=[O:26])[NH2:29], predict the reactants needed to synthesize it. The reactants are: [CH:1]1[C:13]2[CH:12]([CH2:14][O:15][C:16]([N:18]3[C@H:23]([CH3:24])[CH2:22][CH2:21][C@@H:20]([C:25](O)=[O:26])[CH2:19]3)=[O:17])[C:11]3[C:6](=[CH:7][CH:8]=[CH:9][CH:10]=3)[C:5]=2[CH:4]=[CH:3][CH:2]=1.C[N:29](C(ON1N=NC2C=CC=NC1=2)=[N+](C)C)C.F[P-](F)(F)(F)(F)F.C(N(CC)CC)C.[Cl-].[NH4+]. (4) Given the product [N:12]1([C:6]2[CH:11]=[CH:10][C:9]([S:1]([OH:3])(=[O:5])=[O:2])=[CH:8][CH:7]=2)[CH2:16][CH2:15][CH2:14][CH2:13]1, predict the reactants needed to synthesize it. The reactants are: [S:1](=[O:5])(=O)([OH:3])[OH:2].[C:6]1([N:12]2[CH2:16][CH2:15][CH2:14][CH2:13]2)[CH:11]=[CH:10][CH:9]=[CH:8][CH:7]=1. (5) Given the product [C:1]([O:5][C:6]([N:8]1[CH2:13][CH2:12][N:11]([C:22]2[N:27]([CH3:28])[C:26](=[O:29])[CH:25]=[C:24]([C:30]3[CH:31]=[CH:32][N:33]=[CH:34][CH:35]=3)[N:23]=2)[CH2:10][CH:9]1[C:14]1[CH:15]=[CH:16][C:17]([Cl:20])=[CH:18][CH:19]=1)=[O:7])([CH3:4])([CH3:2])[CH3:3], predict the reactants needed to synthesize it. The reactants are: [C:1]([O:5][C:6]([N:8]1[CH2:13][CH2:12][NH:11][CH2:10][CH:9]1[C:14]1[CH:19]=[CH:18][C:17]([Cl:20])=[CH:16][CH:15]=1)=[O:7])([CH3:4])([CH3:3])[CH3:2].Cl[C:22]1[N:27]([CH3:28])[C:26](=[O:29])[CH:25]=[C:24]([C:30]2[CH:35]=[CH:34][N:33]=[CH:32][CH:31]=2)[N:23]=1.C(N(CC)CC)C.